From a dataset of Forward reaction prediction with 1.9M reactions from USPTO patents (1976-2016). Predict the product of the given reaction. (1) The product is: [CH3:1][O:2][C:3]1[CH:4]=[CH:5][C:6]([C:7]([CH:9]2[CH2:14][CH2:13][N:12]([CH:15]3[CH2:19][CH2:18][N:17]([CH2:20][C:21]([OH:23])=[O:22])[C:16]3=[O:26])[CH2:11][CH2:10]2)=[O:8])=[CH:27][CH:28]=1. Given the reactants [CH3:1][O:2][C:3]1[CH:28]=[CH:27][C:6]([C:7]([CH:9]2[CH2:14][CH2:13][N:12]([CH:15]3[CH2:19][CH2:18][N:17]([CH2:20][C:21]([O:23]CC)=[O:22])[C:16]3=[O:26])[CH2:11][CH2:10]2)=[O:8])=[CH:5][CH:4]=1.[OH-].[Na+].Cl, predict the reaction product. (2) Given the reactants [C:1]([C:3]1[C:4]([N:18]2[CH2:23][CH2:22][NH:21][CH2:20][CH2:19]2)=[N:5][C:6]([C:14]([F:17])([F:16])[F:15])=[C:7]([CH:13]=1)[C:8]([O:10][CH2:11][CH3:12])=[O:9])#[N:2].[N:24]([C:27]1[CH:32]=[CH:31][CH:30]=[C:29]([N+:33]([O-:35])=[O:34])[C:28]=1[CH3:36])=[C:25]=[O:26], predict the reaction product. The product is: [C:1]([C:3]1[C:4]([N:18]2[CH2:23][CH2:22][N:21]([C:25]([NH:24][C:27]3[CH:32]=[CH:31][CH:30]=[C:29]([N+:33]([O-:35])=[O:34])[C:28]=3[CH3:36])=[O:26])[CH2:20][CH2:19]2)=[N:5][C:6]([C:14]([F:15])([F:17])[F:16])=[C:7]([CH:13]=1)[C:8]([O:10][CH2:11][CH3:12])=[O:9])#[N:2]. (3) Given the reactants [CH:1]1[N:5]=[CH:4][N:3]([C:6](N2C=NC=C2)=[O:7])[CH:2]=1.[CH3:13][C:14]1[CH:19]=[CH:18][C:17]([NH:20][C:21](=[O:35])[C:22]2[CH:27]=[CH:26][C:25]([CH2:28][N:29]3[CH2:34][CH2:33][NH:32][CH2:31][CH2:30]3)=[CH:24][CH:23]=2)=[CH:16][C:15]=1[NH:36][C:37]1[N:42]=[C:41]([C:43]2[CH:44]=[N:45][CH:46]=[CH:47][CH:48]=2)[CH:40]=[CH:39][N:38]=1, predict the reaction product. The product is: [N:3]1([C:6]([N:32]2[CH2:31][CH2:30][N:29]([CH2:28][C:25]3[CH:24]=[CH:23][C:22]([C:21]([NH:20][C:17]4[CH:18]=[CH:19][C:14]([CH3:13])=[C:15]([NH:36][C:37]5[N:42]=[C:41]([C:43]6[CH:44]=[N:45][CH:46]=[CH:47][CH:48]=6)[CH:40]=[CH:39][N:38]=5)[CH:16]=4)=[O:35])=[CH:27][CH:26]=3)[CH2:34][CH2:33]2)=[O:7])[CH:2]=[CH:1][N:5]=[CH:4]1. (4) Given the reactants Cl.[F:2][C:3]([F:17])([F:16])[C:4]1[CH:9]=[CH:8][CH:7]=[CH:6][C:5]=1[CH:10]1[CH2:15][CH2:14][NH:13][CH2:12][CH2:11]1.[CH3:18][O:19][C:20]1[N:25]=[N:24][C:23]([C:26](O)=[O:27])=[CH:22][CH:21]=1, predict the reaction product. The product is: [CH3:18][O:19][C:20]1[N:25]=[N:24][C:23]([C:26]([N:13]2[CH2:12][CH2:11][CH:10]([C:5]3[CH:6]=[CH:7][CH:8]=[CH:9][C:4]=3[C:3]([F:2])([F:16])[F:17])[CH2:15][CH2:14]2)=[O:27])=[CH:22][CH:21]=1. (5) Given the reactants [OH:1][C:2]1[CH:7]=[C:6]([C:8]2[CH:13]=[CH:12][CH:11]=[CH:10][CH:9]=2)[C:5]([CH:14]=O)=[CH:4][CH:3]=1.[C:16]([CH:19]=P(C1C=CC=CC=1)(C1C=CC=CC=1)C1C=CC=CC=1)([OH:18])=[O:17].[C:39]1(C)C=CC=C[CH:40]=1, predict the reaction product. The product is: [OH:1][C:2]1[CH:3]=[CH:4][C:5](/[CH:14]=[CH:19]/[C:16]([O:18][CH2:39][CH3:40])=[O:17])=[C:6]([C:8]2[CH:9]=[CH:10][CH:11]=[CH:12][CH:13]=2)[CH:7]=1.